This data is from Forward reaction prediction with 1.9M reactions from USPTO patents (1976-2016). The task is: Predict the product of the given reaction. (1) Given the reactants [CH3:1][O:2][C:3]1[CH:4]=[C:5]([CH:9]([CH:14]2[CH2:19][CH2:18][NH:17][CH2:16][CH2:15]2)[C:10]([O:12][CH3:13])=[O:11])[CH:6]=[CH:7][CH:8]=1.Br[C:21]1[CH:26]=[CH:25][CH:24]=[CH:23][C:22]=1[O:27][CH3:28].C1C=CC(P(C2C(C3C(P(C4C=CC=CC=4)C4C=CC=CC=4)=CC=C4C=3C=CC=C4)=C3C(C=CC=C3)=CC=2)C2C=CC=CC=2)=CC=1.CC(C)([O-])C.[Na+].[Cl-].[NH4+], predict the reaction product. The product is: [CH3:1][O:2][C:3]1[CH:4]=[C:5]([CH:9]([CH:14]2[CH2:19][CH2:18][N:17]([C:21]3[CH:26]=[CH:25][CH:24]=[CH:23][C:22]=3[O:27][CH3:28])[CH2:16][CH2:15]2)[C:10]([O:12][CH3:13])=[O:11])[CH:6]=[CH:7][CH:8]=1. (2) Given the reactants [Cl:1][C:2]1[CH:3]=[C:4]2[C:10]([C:11]3[N:16]=[C:15]([NH:17][C@H:18]4[CH2:23][CH2:22][CH2:21][NH:20][CH2:19]4)[C:14]([F:24])=[CH:13][N:12]=3)=[CH:9][N:8]([S:25]([C:28]3[CH:33]=[CH:32][C:31]([CH3:34])=[CH:30][CH:29]=3)(=[O:27])=[O:26])[C:5]2=[N:6][CH:7]=1.[C:35]([O:39][C:40](=[O:43])CBr)([CH3:38])([CH3:37])[CH3:36].C([O-])([O-])=O.[Na+].[Na+], predict the reaction product. The product is: [Cl:1][C:2]1[CH:3]=[C:4]2[C:10]([C:11]3[N:16]=[C:15]([NH:17][C@H:18]4[CH2:23][CH2:22][CH2:21][N:20]([C:40]([O:39][C:35]([CH3:38])([CH3:37])[CH3:36])=[O:43])[CH2:19]4)[C:14]([F:24])=[CH:13][N:12]=3)=[CH:9][N:8]([S:25]([C:28]3[CH:33]=[CH:32][C:31]([CH3:34])=[CH:30][CH:29]=3)(=[O:27])=[O:26])[C:5]2=[N:6][CH:7]=1. (3) Given the reactants Br[C:2]1[CH:25]=[CH:24][C:5]2[C:6]3[CH:7]=[N:8][N:9]([C:13]4[CH:18]=[CH:17][C:16]([O:19][C:20]([F:23])([F:22])[F:21])=[CH:15][CH:14]=4)[C:10]=3[CH2:11][CH2:12][C:4]=2[CH:3]=1.[Li]CCCC.CN([CH:34]=[O:35])C, predict the reaction product. The product is: [F:21][C:20]([F:22])([F:23])[O:19][C:16]1[CH:17]=[CH:18][C:13]([N:9]2[C:10]3[CH2:11][CH2:12][C:4]4[CH:3]=[C:2]([CH:34]=[O:35])[CH:25]=[CH:24][C:5]=4[C:6]=3[CH:7]=[N:8]2)=[CH:14][CH:15]=1. (4) Given the reactants [CH3:1][C:2]1[S:6][C:5]([CH2:7]CS([O-])(=O)=O)=[CH:4][C:3]=1[N+:13]([O-:15])=[O:14].FC(F)(F)C1N=C(C(F)(F)F)NN=1.C(=O)([O-])[O-:30].[K+].[K+].C1OCCOCCOCCOCCOCCOC1, predict the reaction product. The product is: [CH3:1][C:2]1[S:6][C:5]([CH2:7][OH:30])=[CH:4][C:3]=1[N+:13]([O-:15])=[O:14]. (5) Given the reactants [N+:1]([C:4]1[CH:5]=[C:6]([CH2:10][C:11]#[N:12])[CH:7]=[CH:8][CH:9]=1)([O-:3])=[O:2].Br[CH2:14][CH2:15]Br.[H-].[Na+], predict the reaction product. The product is: [N+:1]([C:4]1[CH:5]=[C:6]([C:10]2([C:11]#[N:12])[CH2:15][CH2:14]2)[CH:7]=[CH:8][CH:9]=1)([O-:3])=[O:2]. (6) Given the reactants [Cl:1][C:2]1[C:3]([F:31])=[C:4]([CH:8]2[C:12]([C:15]3[CH:20]=[CH:19][C:18]([Cl:21])=[CH:17][C:16]=3[F:22])([C:13]#[N:14])[CH:11]([CH2:23][C:24]([CH3:27])([CH3:26])[CH3:25])[NH:10][CH:9]2[C:28](O)=[O:29])[CH:5]=[CH:6][CH:7]=1.[CH3:32]N(C(ON1N=NC2C=CC=NC1=2)=[N+](C)C)C.F[P-](F)(F)(F)(F)F.CCN(C(C)C)C(C)C.[NH2:65][C:66]1[CH:74]=[CH:73][C:69]([C:70]([OH:72])=[O:71])=[C:68]([Cl:75])[CH:67]=1, predict the reaction product. The product is: [CH3:32][O:71][C:70](=[O:72])[C:69]1[CH:73]=[CH:74][C:66]([NH:65][C:28]([C@H:9]2[C@H:8]([C:4]3[CH:5]=[CH:6][CH:7]=[C:2]([Cl:1])[C:3]=3[F:31])[C@:12]([C:15]3[CH:20]=[CH:19][C:18]([Cl:21])=[CH:17][C:16]=3[F:22])([C:13]#[N:14])[C@H:11]([CH2:23][C:24]([CH3:27])([CH3:26])[CH3:25])[NH:10]2)=[O:29])=[CH:67][C:68]=1[Cl:75]. (7) Given the reactants Cl.[CH3:2][N:3]([CH3:8])[C:4](=[O:7])[CH2:5][NH2:6].C(N(CC)CC)C.S=[C:17]1[CH2:21][S:20][C:19](=[O:22])[NH:18]1, predict the reaction product. The product is: [CH3:2][N:3]([CH3:8])[C:4](=[O:7])[CH2:5][NH:6][C:17]1[CH2:21][S:20][C:19](=[O:22])[N:18]=1. (8) Given the reactants C(=O)([O-])[O-].[K+].[K+].[Cl:7][C:8]1[CH:13]=[C:12]([NH:14][C:15]2[C:24]3[C:19](=[CH:20][CH:21]=[CH:22][C:23]=3[O:25][CH2:26][C:27]([N:30]([CH3:32])[CH3:31])([CH3:29])[CH3:28])[N:18]=[CH:17][N:16]=2)[CH:11]=[CH:10][C:9]=1[OH:33].C1OCCOCCOCCOCCOCCOC1.Cl.[N:53]1[CH:58]=[CH:57][CH:56]=[CH:55][C:54]=1[CH2:59]Cl, predict the reaction product. The product is: [Cl:7][C:8]1[CH:13]=[C:12]([NH:14][C:15]2[C:24]3[C:19](=[CH:20][CH:21]=[CH:22][C:23]=3[O:25][CH2:26][C:27]([N:30]([CH3:31])[CH3:32])([CH3:28])[CH3:29])[N:18]=[CH:17][N:16]=2)[CH:11]=[CH:10][C:9]=1[O:33][CH2:59][C:54]1[CH:55]=[CH:56][CH:57]=[CH:58][N:53]=1. (9) The product is: [C:13]1([S:19]([N:8]2[C:5]3=[N:6][CH:7]=[C:2]([Br:1])[CH:3]=[C:4]3[CH2:10][CH2:9]2)(=[O:21])=[O:20])[CH:18]=[CH:17][CH:16]=[CH:15][CH:14]=1. Given the reactants [Br:1][C:2]1[CH:3]=[C:4]2[CH2:10][CH2:9][NH:8][C:5]2=[N:6][CH:7]=1.[H-].[Na+].[C:13]1([S:19](Cl)(=[O:21])=[O:20])[CH:18]=[CH:17][CH:16]=[CH:15][CH:14]=1, predict the reaction product. (10) Given the reactants [Cl:1][C:2]1[CH:7]=[C:6]([N+:8]([O-:10])=[O:9])[CH:5]=[CH:4][C:3]=1[OH:11].C(=O)([O-])[O-].[K+].[K+].[F:18][C:19]1[CH:20]=[C:21]([CH:24]=[CH:25][CH:26]=1)[CH2:22]Br, predict the reaction product. The product is: [Cl:1][C:2]1[CH:7]=[C:6]([N+:8]([O-:10])=[O:9])[CH:5]=[CH:4][C:3]=1[O:11][CH2:22][C:21]1[CH:24]=[CH:25][CH:26]=[C:19]([F:18])[CH:20]=1.